This data is from CYP2C9 inhibition data for predicting drug metabolism from PubChem BioAssay. The task is: Regression/Classification. Given a drug SMILES string, predict its absorption, distribution, metabolism, or excretion properties. Task type varies by dataset: regression for continuous measurements (e.g., permeability, clearance, half-life) or binary classification for categorical outcomes (e.g., BBB penetration, CYP inhibition). Dataset: cyp2c9_veith. The molecule is CCOC(=O)c1ccccc1NC(=O)CSc1cccc[n+]1[O-]. The result is 0 (non-inhibitor).